Task: Binary Classification. Given a miRNA mature sequence and a target amino acid sequence, predict their likelihood of interaction.. Dataset: Experimentally validated miRNA-target interactions with 360,000+ pairs, plus equal number of negative samples (1) The miRNA is hsa-let-7b-5p with sequence UGAGGUAGUAGGUUGUGUGGUU. The protein sequence of the target gene is MAQSRDGGNPFAEPSELDNPFQDPAVIQHRPSRQYATLDVYNPFETREPPPAYEPPAPAPLPPPSAPSLQPSRKLSPTEPKNYGSYSTQASAAAATAELLKKQEELNRKAEELDRRERELQHAALGGTATRQNNWPPLPSFCPVQPCFFQDISMEIPQEFQKTVSTMYYLWMCSTLALLLNFLACLASFCVETNNGAGFGLSILWVLLFTPCSFVCWYRPMYKAFRSDSSFNFFVFFFIFFVQDVLFVLQAIGIPGWGFSGWISALVVPKGNTAVSVLMLLVALLFTGIAVLGIVMLKRI.... Result: 1 (interaction). (2) The miRNA is hsa-miR-4640-3p with sequence CACCCCCUGUUUCCUGGCCCAC. The protein sequence of the target gene is MSVLISQSVINYVEEENIPALKALLEKCKDVDERNECGQTPLMIAAEQGNLEIVKELIKNGANCNLEDLDNWTALISASKEGHVHIVEELLKCGVNLEHRDMGGWTALMWACYKGRTDVVELLLSHGANPSVTGLYSVYPIIWAAGRGHADIVHLLLQNGAKVNCSDKYGTTPLVWAARKGHLECVKHLLAMGADVDQEGANSMTALIVAVKGGYTQSVKEILKRNPNVNLTDKDGNTALMIASKEGHTEIVQDLLDAGTYVNIPDRSGDTVLIGAVRGGHVEIVRALLQKYADIDIRGQ.... Result: 0 (no interaction). (3) The miRNA is hsa-miR-649 with sequence AAACCUGUGUUGUUCAAGAGUC. The protein sequence of the target gene is MMPSRTNLATGLPSSKVKYSRLASTDDGYIDLQFKKSPPKIPYKAIALATVLFLIGTFLIIIGSLLLSGYISKGGADRAVPVLIIGILVFLPGFYHLRIAYYASKGYRGYSYDDIPDFDD. Result: 0 (no interaction). (4) The protein sequence of the target gene is MASGQGPGPPKVGCDESPSPSEQQVAQDTEEVFRSYVFYLHQQEQETQGAAAPANPEMDNLPLEPNSILGQVGRQLALIGDDINRRYDTEFQNLLEQLQPTAGNAYELFTKIASSLFKSGISWGRVVALLGFGYRLALYVYQRGLTGFLGQVTCFLADIILHHYIARWIAQRGGWVAALNFRRDPILTVMVIFGVVLLGQFVVHRFFRS. The miRNA is mmu-miR-338-3p with sequence UCCAGCAUCAGUGAUUUUGUUG. Result: 0 (no interaction). (5) The miRNA is hsa-miR-335-5p with sequence UCAAGAGCAAUAACGAAAAAUGU. The protein sequence of the target gene is MYGSCLLEKEAGMYPGTLMSPGGDGTAGTGGTGGGGSPMPASNFAAAPAFSHYMGYPHMPSMDPHWPSLGVWGSPYSPPREDWSVYPGPSSTMGTVPVNDVTSSPAAFCSTDYSNLGPVGGGTSGSSLPGQAGGSLVPTDAGAAKASSPSRSRHSPYAWMRKTVQVTGKTRTKEKYRVVYTDHQRLELEKEFHCNRYITIQRKSELAVNLGLSERQVKIWFQNRRAKERKMIKKKISQFENSGGSVQSDSDSISPGELPNTFFTTPSAVRGFQPIEIQQVIVSE. Result: 1 (interaction). (6) The miRNA is dme-bantam-3p with sequence UGAGAUCAUUUUGAAAGCUGAUU. The protein sequence of the target gene is MAIVQTLPVPLEPAPEAATAPQAPVMGSVSSLISGRPCPGGPAPPRHHGPPGPTFFRQQDGLLRGGYEAQEPLCPAVPPRKAVPVTSFTYINEDFRTESPPSPSSDVEDAREQRAHNAHLRGPPPKLIPVSGKLEKNMEKILIRPTAFKPVLPKPRGAPSLPSFMGPRATGLSGSQGSLTQLFGGPASSSSSSSSSSAADKPLAFSGWASGCPSGTLSDSGRNSLSSLPTYSTGGAEPTTSSPGGHLPSHGSGRGALPGPARGVPTGPSHSDSGRSSSSKSTGSLGGRVAGGLLGSGTRA.... Result: 0 (no interaction). (7) The miRNA is mmu-miR-693-5p with sequence CAGCCACAUCCGAAAGUUUUC. The protein sequence of the target gene is MGEEANDDKKPTTKFELERETELRFEVEASQSVQLELLTGMAEIFGTELTRNKKFTFDAGAKVAVFTWHGCSVQLSGRTEVAYVSKDTPMLLYLNTHTALEQMRRQAEKEEERGPRVMVVGPTDVGKSTVCRLLLNYAVRLGRRPTYVELDVGQGSVSIPGTMGALYIERPADVEEGFSIQAPLVYHFGSTTPGTNIKLYNKITSRLADVFNQRCEVNRRASVSGCVINTCGWVKGSGYQALVHAASAFEVDVVVVLDQERLYNELKRDLPHFVRTVLLPKSGGVVERSKDFRRECRDER.... Result: 0 (no interaction). (8) The miRNA is ath-miR164b-5p with sequence UGGAGAAGCAGGGCACGUGCA. The protein sequence of the target gene is MNQSIPVAPTPPRRVRLKPWLVAQVNSCQYPGLQWVNGEKKLFCIPWRHATRHGPSQDGDNTIFKAWAKETGKYTEGVDEADPAKWKANLRCALNKSRDFRLIYDGPRDMPPQPYKIYEVCSNGPAPTDSQPPEDYSFGAGEEEEEEEELQRMLPSLSLTEDVKWPPTLQPPTLRPPTLQPPTLQPPVVLGPPAPDPSPLAPPPGNPAGFRELLSEVLEPGPLPASLPPAGEQLLPDLLISPHMLPLTDLEIKFQYRGRPPRALTISNPHGCRLFYSQLEATQEQVELFGPISLEQVRFP.... Result: 0 (no interaction). (9) The miRNA is mmu-miR-150-5p with sequence UCUCCCAACCCUUGUACCAGUG. The protein sequence of the target gene is MNGDAICSALPPIPYHKLADLHYLSRGASGTVSSARHADWRVRVAVKHLHIHTPLLDSERNDILREAEILHKARFSYILPILGICNEPEFLGIVTEYMPNGSLNELLHRKTEYPDIAWPLRFRILHEIALGVNYLHNMNPPLLHHDLKTQNILLDNEFHVKIADFGLSKWRMMSLSQSRSYKSAPEGGTIIYMPPENYEPGQKSRASVKHDIYSYAVIMWEVLSRKQPFEEVTNPLQIMYSVSQGHRPDTSEENLPFDIPHRGLMISLIQSGWAQNPDERPSFLKCLIELEPVLRTFEDI.... Result: 1 (interaction). (10) The miRNA is hsa-miR-4720-5p with sequence CCUGGCAUAUUUGGUAUAACUU. The protein sequence of the target gene is MSYPQGYLYQPSASLALYSCPAYSTSVISGPRTDELGRSSSGSAFSPYAGSTAFTAPSPGYNSHLQYGADPAAAAAAAFSSYVGSPYDHTPGMAGSLGYHPYAAPLGSYPYGDPAYRKNATRDATATLKAWLNEHRKNPYPTKGEKIMLAIITKMTLTQVSTWFANARRRLKKENKMTWTPRNRSEDEEEEENIDLEKNDEDEPQKPEDKGDPEGPEAGGAEQKAASGCERLQGPPTPAGKETEGSLSDSDFKEPPSEGRLDALQGPPRTGGPSPAGPAAARLAEDPAPHYPAGAPAPGP.... Result: 0 (no interaction).